This data is from Full USPTO retrosynthesis dataset with 1.9M reactions from patents (1976-2016). The task is: Predict the reactants needed to synthesize the given product. (1) Given the product [CH2:49]([O:48][P:47]([CH2:3]/[CH:4]=[CH:5]/[C:6]1[CH:7]=[C:8]([CH3:36])[C:9]([CH:13]=[O:43])=[C:10]([CH3:12])[CH:11]=1)(=[O:54])[O:51][CH2:52][CH3:53])[CH3:50], predict the reactants needed to synthesize it. The reactants are: CO[C:3](=O)[CH2:4][CH2:5][C:6]1[CH:11]=[C:10]([CH3:12])[C:9]([C:13]2NC3C=C(C4OC(NC5C=CC(OC)=CC=5)=NN=4)C=CC=3N=2)=[C:8]([CH3:36])[CH:7]=1.N([O-])=O.[Na+].C[OH:43].C([P:47](=[O:54])([O:51][CH2:52][CH3:53])[O:48][CH2:49][CH3:50])C=C. (2) Given the product [CH3:3][N:4]1[CH2:9][CH2:8][N:7]([CH2:10][CH2:11][O:12][C:14]2[CH:19]=[CH:18][C:17]([N+:20]([O-:22])=[O:21])=[CH:16][N:15]=2)[CH2:6][CH2:5]1, predict the reactants needed to synthesize it. The reactants are: [H-].[Na+].[CH3:3][N:4]1[CH2:9][CH2:8][N:7]([CH2:10][CH2:11][OH:12])[CH2:6][CH2:5]1.Cl[C:14]1[CH:19]=[CH:18][C:17]([N+:20]([O-:22])=[O:21])=[CH:16][N:15]=1.